From a dataset of Full USPTO retrosynthesis dataset with 1.9M reactions from patents (1976-2016). Predict the reactants needed to synthesize the given product. (1) The reactants are: [C:1]([C:4]1[CH:5]=[C:6]([NH:24][C:25]([NH:27][S:28]([C:31]2[S:32][C:33]([Cl:36])=[CH:34][CH:35]=2)(=[O:30])=[O:29])=[O:26])[CH:7]=[CH:8][C:9]=1[N:10]1[CH:19]=[CH:18][C:17]2[C:12](=[CH:13][C:14]([F:22])=[C:15]([NH:20][CH3:21])[CH:16]=2)[C:11]1=[O:23])(=[O:3])[CH3:2].[BH4-].[Na+]. Given the product [Cl:36][C:33]1[S:32][C:31]([S:28]([NH:27][C:25]([NH:24][C:6]2[CH:7]=[CH:8][C:9]([N:10]3[CH:19]=[CH:18][C:17]4[C:12](=[CH:13][C:14]([F:22])=[C:15]([NH:20][CH3:21])[CH:16]=4)[C:11]3=[O:23])=[C:4]([CH:1]([OH:3])[CH3:2])[CH:5]=2)=[O:26])(=[O:29])=[O:30])=[CH:35][CH:34]=1, predict the reactants needed to synthesize it. (2) The reactants are: [S:1]1[CH:5]=[CH:4][N:3]=[C:2]1[NH2:6].[C:7](Cl)(Cl)=[O:8].Cl.[CH3:12][N:13]1[CH2:18][CH2:17][N:16]([C:19]2[CH:24]=[C:23]([C:25]3[CH:34]=[C:33]4[C:28]([CH2:29][CH2:30][NH:31][CH2:32]4)=[CH:27][CH:26]=3)[N:22]=[C:21]([NH2:35])[N:20]=2)[CH2:15][CH2:14]1. Given the product [NH2:35][C:21]1[N:22]=[C:23]([C:25]2[CH:34]=[C:33]3[C:28]([CH2:29][CH2:30][N:31]([C:7]([NH:6][C:2]4[S:1][CH:5]=[CH:4][N:3]=4)=[O:8])[CH2:32]3)=[CH:27][CH:26]=2)[CH:24]=[C:19]([N:16]2[CH2:15][CH2:14][N:13]([CH3:12])[CH2:18][CH2:17]2)[N:20]=1, predict the reactants needed to synthesize it. (3) Given the product [NH2:1][C:2]1[C:10]2[C:9]([C:11]3[O:12][C:13]([CH3:16])=[CH:14][CH:15]=3)=[N:8][C:7]([S:17]([CH3:18])=[O:24])=[N:6][C:5]=2[S:4][C:3]=1[C:19]([NH2:21])=[O:20], predict the reactants needed to synthesize it. The reactants are: [NH2:1][C:2]1[C:10]2[C:9]([C:11]3[O:12][C:13]([CH3:16])=[CH:14][CH:15]=3)=[N:8][C:7]([S:17][CH3:18])=[N:6][C:5]=2[S:4][C:3]=1[C:19]([NH2:21])=[O:20].C(O)(=[O:24])C. (4) Given the product [Cl:13][CH2:14][C:15]([NH:5][CH2:4][CH2:3][C:2]#[N:1])=[O:16], predict the reactants needed to synthesize it. The reactants are: [NH2:1][CH2:2][CH2:3][C:4]#[N:5].C(N(CC)CC)C.[Cl:13][CH2:14][C:15](Cl)=[O:16].C(OCC)C. (5) Given the product [NH2:21][C:16]1[CH:17]=[CH:18][CH:19]=[CH:20][C:15]=1/[CH:14]=[CH:13]/[C:12](=[O:24])[CH2:11][C:10](=[O:25])/[CH:9]=[CH:8]/[C:5]1[CH:4]=[CH:3][C:2]([OH:1])=[CH:7][CH:6]=1, predict the reactants needed to synthesize it. The reactants are: [OH:1][C:2]1[CH:7]=[CH:6][C:5](/[CH:8]=[CH:9]/[C:10](=[O:25])[CH2:11][C:12](=[O:24])/[CH:13]=[CH:14]/[C:15]2[CH:20]=[CH:19][CH:18]=[CH:17][C:16]=2[N+:21]([O-])=O)=[CH:4][CH:3]=1.[Sn](Cl)Cl.